Dataset: Full USPTO retrosynthesis dataset with 1.9M reactions from patents (1976-2016). Task: Predict the reactants needed to synthesize the given product. (1) Given the product [F:24][C:2]1([F:1])[CH2:5][CH:4]([CH2:6][O:7][C:8]2[C:9]3[N:10]([C:15]([C:19]([OH:21])=[O:20])=[C:16]([CH3:18])[N:17]=3)[CH:11]=[C:12]([CH3:14])[CH:13]=2)[CH2:3]1, predict the reactants needed to synthesize it. The reactants are: [F:1][C:2]1([F:24])[CH2:5][CH:4]([CH2:6][O:7][C:8]2[C:9]3[N:10]([C:15]([C:19]([O:21]CC)=[O:20])=[C:16]([CH3:18])[N:17]=3)[CH:11]=[C:12]([CH3:14])[CH:13]=2)[CH2:3]1.[OH-].[Li+].Cl. (2) Given the product [CH3:1][O:2][C:3]1[CH:12]=[C:11]2[C:6]([C:7]([O:13][CH2:14][C:15]3[N:19]4[CH:20]=[C:21]([C:24]([NH:26][CH2:27][CH2:28][NH:29][CH3:30])=[O:25])[CH:22]=[CH:23][C:18]4=[N:17][N:16]=3)=[CH:8][CH:9]=[N:10]2)=[CH:5][CH:4]=1, predict the reactants needed to synthesize it. The reactants are: [CH3:1][O:2][C:3]1[CH:12]=[C:11]2[C:6]([C:7]([O:13][CH2:14][C:15]3[N:19]4[CH:20]=[C:21]([C:24]([NH:26][CH2:27][CH2:28][N:29](C)[C:30](=O)OC(C)(C)C)=[O:25])[CH:22]=[CH:23][C:18]4=[N:17][N:16]=3)=[CH:8][CH:9]=[N:10]2)=[CH:5][CH:4]=1.COC1C=C2C(C(OCC3N4C=C(C5CCNCC=5)C=CC4=NN=3)=CC=N2)=CC=1. (3) Given the product [CH2:10]([C@H:13]([CH2:17][CH2:18][CH2:19][CH3:20])[C:14]([NH:22][CH2:23][C:24]([O:26][CH3:27])=[O:25])=[O:16])[CH:11]=[CH2:12], predict the reactants needed to synthesize it. The reactants are: CCN(C(C)C)C(C)C.[CH2:10]([C@H:13]([CH2:17][CH2:18][CH2:19][CH3:20])[C:14]([OH:16])=O)[CH:11]=[CH2:12].Cl.[NH2:22][CH2:23][C:24]([O:26][CH3:27])=[O:25].C(Cl)CCl.C1C=CC2N(O)N=NC=2C=1.Cl. (4) Given the product [CH3:1][C:2]1[N:7]=[C:6]([NH2:8])[CH:5]=[CH:4][C:3]=1[O:12][C:13]1[CH:18]=[CH:17][N:16]=[C:15]([C:19]2[O:23][N:22]=[C:21]([CH3:24])[CH:20]=2)[CH:14]=1, predict the reactants needed to synthesize it. The reactants are: [CH3:1][C:2]1[N:7]=[C:6]([NH:8]C(=O)C)[CH:5]=[CH:4][C:3]=1[O:12][C:13]1[CH:18]=[CH:17][N:16]=[C:15]([C:19]2[O:23][N:22]=[C:21]([CH3:24])[CH:20]=2)[CH:14]=1.Cl.CCOC(C)=O.C([O-])(O)=O.[Na+]. (5) The reactants are: CC1C=CC(N(CC(O)=O)CC(O)=O)=C(OCCOC2C=C(C3NC4C=C(C(O)=O)C=CC=4C=3)C=CC=2N(CC(O)=O)CC(O)=O)C=1.CC1C(C)(C)C2C(=CC=CC=2)N=1.CI.[CH3:62][O:63][C:64]([CH2:66][CH2:67][N:68]([CH2:75][CH2:76]O)[CH2:69][CH2:70][C:71]([O:73][CH3:74])=[O:72])=[O:65].[Br:78][CH2:79][CH2:80][O:81][CH2:82][CH2:83][Br:84]. Given the product [Br:78][CH2:79][CH2:80][O:81][CH2:82][CH2:83][Br:84].[Br:78][CH2:79][CH2:80][CH2:69][CH2:70][C:71]([O:73][CH3:74])=[O:72].[CH3:62][O:63][C:64]([CH2:66][CH2:67][N:68]([CH2:75][CH2:76][Br:78])[CH2:69][CH2:70][C:71]([O:73][CH3:74])=[O:72])=[O:65], predict the reactants needed to synthesize it. (6) Given the product [CH2:2]([O:9][C:10](=[O:24])[NH:11][CH2:12][C@@H:13]([OH:23])[C@@H:14]([NH:22][C:31]([C:30]1[CH:34]=[C:35]([N:37]2[CH2:41][CH2:40][CH2:39][C:38]2=[O:42])[CH:36]=[C:28]([NH:27][CH2:25][CH3:26])[CH:29]=1)=[O:32])[CH2:15][C:16]1[CH:21]=[CH:20][CH:19]=[CH:18][CH:17]=1)[C:3]1[CH:4]=[CH:5][CH:6]=[CH:7][CH:8]=1, predict the reactants needed to synthesize it. The reactants are: Cl.[CH2:2]([O:9][C:10](=[O:24])[NH:11][CH2:12][C@@H:13]([OH:23])[C@@H:14]([NH2:22])[CH2:15][C:16]1[CH:21]=[CH:20][CH:19]=[CH:18][CH:17]=1)[C:3]1[CH:8]=[CH:7][CH:6]=[CH:5][CH:4]=1.[CH2:25]([NH:27][C:28]1[CH:29]=[C:30]([CH:34]=[C:35]([N:37]2[CH2:41][CH2:40][CH2:39][C:38]2=[O:42])[CH:36]=1)[C:31](O)=[O:32])[CH3:26].